From a dataset of Reaction yield outcomes from USPTO patents with 853,638 reactions. Predict the reaction yield, written as a fraction of the theoretical maximum amount of product (1.0 means a 100% yield; for example, 0.34 means a 34% yield). (1) The reactants are C[O:2][C:3]1[CH:8]=[CH:7][C:6]([P:9](=[O:27])([C:19]2[CH:24]=[CH:23][C:22]([O:25]C)=[CH:21][CH:20]=2)[C:10]2[CH:15]=[C:14]([CH3:16])[C:13]([CH3:17])=[CH:12][C:11]=2[CH3:18])=[CH:5][CH:4]=1.Br.[K+].[Br-].S([O-])([O-])=O.[Na+].[Na+].CBr. No catalyst specified. The product is [OH:2][C:3]1[CH:8]=[CH:7][C:6]([P:9](=[O:27])([C:19]2[CH:20]=[CH:21][C:22]([OH:25])=[CH:23][CH:24]=2)[C:10]2[CH:15]=[C:14]([CH3:16])[C:13]([CH3:17])=[CH:12][C:11]=2[CH3:18])=[CH:5][CH:4]=1. The yield is 0.689. (2) The reactants are [CH:1]1([NH:4][C:5]2[N:10]3[N:11]=[CH:12][C:13]([CH:14]=O)=[C:9]3[N:8]=[C:7]([C:16]3[CH:21]=[CH:20][CH:19]=[C:18]([OH:22])[CH:17]=3)[CH:6]=2)[CH2:3][CH2:2]1.N1CCCCC1.[NH:29]1[CH2:35][C:33](=[O:34])[NH:32][C:30]1=[O:31]. The catalyst is CCO. The product is [CH:1]1([NH:4][C:5]2[N:10]3[N:11]=[CH:12][C:13]([CH:14]=[C:35]4[NH:29][C:30](=[O:31])[NH:32][C:33]4=[O:34])=[C:9]3[N:8]=[C:7]([C:16]3[CH:21]=[CH:20][CH:19]=[C:18]([OH:22])[CH:17]=3)[CH:6]=2)[CH2:3][CH2:2]1. The yield is 0.550. (3) The reactants are [F:1][C:2]1[CH:7]=[CH:6][CH:5]=[C:4]([F:8])[C:3]=1[N:9]1[C:14]2[N:15]=[C:16]([NH:32][CH2:33][CH2:34][CH2:35][N:36]([CH2:44][CH3:45])C(=O)OC(C)(C)C)[N:17]=[C:18]([C:19]3[CH:24]=[C:23]([C:25]([NH:27][CH2:28][CH2:29][CH3:30])=[O:26])[CH:22]=[CH:21][C:20]=3[CH3:31])[C:13]=2[CH2:12][NH:11][C:10]1=[O:46].[C:47]([OH:53])([C:49]([F:52])([F:51])[F:50])=[O:48].[OH-].[Na+]. The catalyst is C(Cl)Cl. The product is [F:50][C:49]([F:52])([F:51])[C:47]([OH:53])=[O:48].[F:1][C:2]1[CH:7]=[CH:6][CH:5]=[C:4]([F:8])[C:3]=1[N:9]1[C:14]2[N:15]=[C:16]([NH:32][CH2:33][CH2:34][CH2:35][NH:36][CH2:44][CH3:45])[N:17]=[C:18]([C:19]3[CH:24]=[C:23]([CH:22]=[CH:21][C:20]=3[CH3:31])[C:25]([NH:27][CH2:28][CH2:29][CH3:30])=[O:26])[C:13]=2[CH2:12][NH:11][C:10]1=[O:46]. The yield is 0.740. (4) The reactants are [CH3:1][O:2][C:3](=[O:21])[C@@H:4]([N:16]1[CH:20]=[CH:19][CH:18]=[CH:17]1)[CH2:5][C:6]1[CH:11]=[CH:10][C:9]([O:12][C:13](=[O:15])[CH3:14])=[CH:8][CH:7]=1.[F:22][C:23]([F:34])([F:33])[C:24](O[C:24](=[O:25])[C:23]([F:34])([F:33])[F:22])=[O:25].FC(F)(F)S(O)(=O)=O.[NH4+].[Cl-]. The catalyst is C(Cl)Cl.CCCCCC. The product is [CH3:1][O:2][C:3](=[O:21])[C@@H:4]([N:16]1[CH:20]=[CH:19][CH:18]=[C:17]1[C:24](=[O:25])[C:23]([F:34])([F:33])[F:22])[CH2:5][C:6]1[CH:7]=[CH:8][C:9]([O:12][C:13](=[O:15])[CH3:14])=[CH:10][CH:11]=1. The yield is 0.550. (5) The reactants are [NH2:1][C@@H:2]1[CH2:7][CH2:6][CH2:5][N:4]([C:8]2[N:9]([CH2:16][C:17]3[CH:24]=[CH:23][CH:22]=[CH:21][C:18]=3[C:19]#[N:20])[C:10](=[O:15])[C:11](Br)=[CH:12][N:13]=2)[CH2:3]1.C([SnH](CCCC)CCCC)CCC.CC(N=NC(C#N)(C)C)(C#N)C. The catalyst is C1(C)C=CC=CC=1.C1C=CC([P]([Pd]([P](C2C=CC=CC=2)(C2C=CC=CC=2)C2C=CC=CC=2)([P](C2C=CC=CC=2)(C2C=CC=CC=2)C2C=CC=CC=2)[P](C2C=CC=CC=2)(C2C=CC=CC=2)C2C=CC=CC=2)(C2C=CC=CC=2)C2C=CC=CC=2)=CC=1. The product is [NH2:1][C@@H:2]1[CH2:7][CH2:6][CH2:5][N:4]([C:8]2[N:9]([CH2:16][C:17]3[CH:24]=[CH:23][CH:22]=[CH:21][C:18]=3[C:19]#[N:20])[C:10](=[O:15])[CH:11]=[CH:12][N:13]=2)[CH2:3]1. The yield is 0.590.